From a dataset of Catalyst prediction with 721,799 reactions and 888 catalyst types from USPTO. Predict which catalyst facilitates the given reaction. Reactant: [CH:1](NC(C)C)([CH3:3])[CH3:2].[Li].[N:9]1[CH:14]=[CH:13][CH:12]=[CH:11][C:10]=1[CH2:15][CH2:16][N:17]1[CH2:21][CH2:20][CH2:19][C:18]1=[O:22].C(Br)CC.C(O)(=O)C. Product: [CH2:2]([CH:19]1[CH2:20][CH2:21][N:17]([CH2:16][CH2:15][C:10]2[CH:11]=[CH:12][CH:13]=[CH:14][N:9]=2)[C:18]1=[O:22])[CH2:1][CH3:3]. The catalyst class is: 1.